Dataset: Reaction yield outcomes from USPTO patents with 853,638 reactions. Task: Predict the reaction yield, written as a fraction of the theoretical maximum amount of product (1.0 means a 100% yield; for example, 0.34 means a 34% yield). (1) The reactants are Cl.[NH2:2][C:3]1[C:4]2[C:14]([O:15][CH2:16][C:17]([NH2:20])([CH3:19])[CH3:18])=[CH:13][CH:12]=[CH:11][C:5]=2[NH:6][S:7](=[O:10])(=[O:9])[N:8]=1.[N:21]1([C:26]2[CH:27]=[C:28]([CH:32]=[CH:33][N:34]=2)[C:29](O)=[O:30])[CH:25]=[CH:24][CH:23]=[N:22]1. No catalyst specified. The product is [NH2:2][C:3]1[C:4]2[C:14]([O:15][CH2:16][C:17]([NH:20][C:29](=[O:30])[C:28]3[CH:32]=[CH:33][N:34]=[C:26]([N:21]4[CH:25]=[CH:24][CH:23]=[N:22]4)[CH:27]=3)([CH3:18])[CH3:19])=[CH:13][CH:12]=[CH:11][C:5]=2[NH:6][S:7](=[O:10])(=[O:9])[N:8]=1. The yield is 0.200. (2) The reactants are [C:1]([OH:16])(=O)/[CH:2]=[CH:3]/[CH2:4][CH2:5][CH2:6][CH2:7][CH2:8][CH2:9][CH2:10][CH2:11][CH2:12][CH2:13][CH3:14].C(Cl)(=O)C([Cl:20])=O. The catalyst is ClCCl. The product is [C:1]([Cl:20])(=[O:16])/[CH:2]=[CH:3]/[CH2:4][CH2:5][CH2:6][CH2:7][CH2:8][CH2:9][CH2:10][CH2:11][CH2:12][CH2:13][CH3:14]. The yield is 0.990. (3) The product is [Cl:1][C:2]1[CH:7]=[CH:6][C:5]([C:8]2[S:9][C:10]([C:14]([OH:16])=[O:15])=[C:11]([CH3:13])[N:12]=2)=[C:4]([O:19][CH3:20])[CH:3]=1. The yield is 0.970. The reactants are [Cl:1][C:2]1[CH:7]=[CH:6][C:5]([C:8]2[S:9][C:10]([C:14]([O:16]CC)=[O:15])=[C:11]([CH3:13])[N:12]=2)=[C:4]([O:19][CH3:20])[CH:3]=1.[OH-].[Na+].Br. The catalyst is C(O)C. (4) The reactants are Cl[C:2]1[CH:7]=[CH:6][C:5]([N+:8]([O-:10])=[O:9])=[CH:4][N:3]=1.[C:11]([O:15][C:16]([N:18]1[CH2:22][CH2:21][C@H:20]([NH2:23])[CH2:19]1)=[O:17])([CH3:14])([CH3:13])[CH3:12].C(=O)([O-])[O-].[K+].[K+]. The catalyst is C(#N)C. The product is [C:11]([O:15][C:16]([N:18]1[CH2:22][CH2:21][C@H:20]([NH:23][C:2]2[CH:7]=[CH:6][C:5]([N+:8]([O-:10])=[O:9])=[CH:4][N:3]=2)[CH2:19]1)=[O:17])([CH3:14])([CH3:12])[CH3:13]. The yield is 0.786. (5) The reactants are CN(C(ON1N=NC2C=CC=NC1=2)=[N+](C)C)C.F[P-](F)(F)(F)(F)F.Cl.[NH2:26][C@@H:27]([CH:52]([CH3:54])[CH3:53])[C:28]([N:30]1[CH2:34][C@H:33]([OH:35])[CH2:32][C@H:31]1[C:36]([NH:38][CH2:39][C:40]1[CH:45]=[CH:44][C:43]([C:46]2[S:50][CH:49]=[N:48][C:47]=2[CH3:51])=[CH:42][CH:41]=1)=[O:37])=[O:29].[OH:55][C:56]1[CH:57]=[CH:58][C:59]2[C@@H:60]3[C@@H:68]([C@H:69]([CH2:73][CH2:74][CH2:75][CH2:76][O:77][CH2:78][CH2:79][O:80][CH2:81][CH2:82][O:83][CH2:84][CH2:85][O:86][CH2:87][CH2:88][O:89][CH2:90][C:91](O)=[O:92])[CH2:70][C:71]=2[CH:72]=1)[C@H:67]1[C@@:63]([CH3:95])([C@@H:64]([OH:94])[CH2:65][CH2:66]1)[CH2:62][CH2:61]3.CCN(C(C)C)C(C)C. The catalyst is CN(C=O)C. The product is [OH:55][C:56]1[CH:57]=[CH:58][C:59]2[C@@H:60]3[C@@H:68]([C@H:69]([CH2:73][CH2:74][CH2:75][CH2:76][O:77][CH2:78][CH2:79][O:80][CH2:81][CH2:82][O:83][CH2:84][CH2:85][O:86][CH2:87][CH2:88][O:89][CH2:90][C:91](=[O:92])[NH:26][C@@H:27]([CH:52]([CH3:54])[CH3:53])[C:28]([N:30]4[CH2:34][C@H:33]([OH:35])[CH2:32][C@H:31]4[C:36]([NH:38][CH2:39][C:40]4[CH:45]=[CH:44][C:43]([C:46]5[S:50][CH:49]=[N:48][C:47]=5[CH3:51])=[CH:42][CH:41]=4)=[O:37])=[O:29])[CH2:70][C:71]=2[CH:72]=1)[C@H:67]1[C@@:63]([CH3:95])([C@@H:64]([OH:94])[CH2:65][CH2:66]1)[CH2:62][CH2:61]3. The yield is 0.650. (6) The reactants are [CH2:1]([N:8]1[C:12](=[O:13])[C:11]([C:14]2[CH:19]=[CH:18][CH:17]=[CH:16][CH:15]=2)=[C:10]([NH:20][C:21]2[CH:26]=[CH:25][C:24]([O:27][CH3:28])=[CH:23][CH:22]=2)[C:9]1=O)[C:2]1[CH:7]=[CH:6][CH:5]=[CH:4][CH:3]=1.COC1C=CC(P2(SP(C3C=CC(OC)=CC=3)(=S)S2)=[S:39])=CC=1. The catalyst is C1(C)C=CC=CC=1. The product is [CH2:1]([N:8]1[C:9](=[S:39])[C:10]([NH:20][C:21]2[CH:26]=[CH:25][C:24]([O:27][CH3:28])=[CH:23][CH:22]=2)=[C:11]([C:14]2[CH:19]=[CH:18][CH:17]=[CH:16][CH:15]=2)[C:12]1=[O:13])[C:2]1[CH:7]=[CH:6][CH:5]=[CH:4][CH:3]=1. The yield is 0.500. (7) The reactants are C[O:2][C:3]([C:5]1([C:9]2[CH:14]=[CH:13][C:12]([NH:15][C:16]3[N:21]=[C:20]([N:22]([C:24]([CH3:27])([CH3:26])[CH3:25])[CH3:23])[CH:19]=[C:18]([C:28]4[CH:33]=[CH:32][CH:31]=[CH:30][CH:29]=4)[N:17]=3)=[CH:11][CH:10]=2)[CH2:8][CH2:7][CH2:6]1)=[O:4].C1COCC1.[OH-].[Na+]. The catalyst is CO.O. The product is [C:24]([N:22]([CH3:23])[C:20]1[CH:19]=[C:18]([C:28]2[CH:29]=[CH:30][CH:31]=[CH:32][CH:33]=2)[N:17]=[C:16]([NH:15][C:12]2[CH:11]=[CH:10][C:9]([C:5]3([C:3]([OH:4])=[O:2])[CH2:8][CH2:7][CH2:6]3)=[CH:14][CH:13]=2)[N:21]=1)([CH3:27])([CH3:26])[CH3:25]. The yield is 0.820.